This data is from Forward reaction prediction with 1.9M reactions from USPTO patents (1976-2016). The task is: Predict the product of the given reaction. (1) Given the reactants [N:1]1([CH2:5][CH2:6][CH2:7][CH2:8][CH2:9][N:10]2[C:18]([O:19][CH3:20])=[N:17][C:16]3[C:11]2=[N:12][C:13]([O:22][CH2:23][CH2:24][CH2:25][CH3:26])=[N:14][C:15]=3[NH2:21])[CH2:4][CH2:3][CH2:2]1.[CH2:27](OC1N=C2C(N=C(OC)N2CCCCCCl)=C(N)N=1)[CH2:28]CC.N1CCCCC1, predict the reaction product. The product is: [CH2:23]([O:22][C:13]1[N:12]=[C:11]2[C:16]([N:17]=[C:18]([O:19][CH3:20])[N:10]2[CH2:9][CH2:8][CH2:7][CH2:6][CH2:5][N:1]2[CH2:4][CH2:28][CH2:27][CH2:3][CH2:2]2)=[C:15]([NH2:21])[N:14]=1)[CH2:24][CH2:25][CH3:26]. (2) Given the reactants [NH2:1][CH2:2][C@:3]1([F:16])[CH2:8][CH2:7][CH2:6][N:5]([C:9]([O:11][C:12]([CH3:15])([CH3:14])[CH3:13])=[O:10])[CH2:4]1.Cl[C:18]1[C:23]2=[N:24][CH:25]=[CH:26][N:27]=[C:22]2[CH:21]=[C:20]([Cl:28])[N:19]=1.C(N(C(C)C)CC)(C)C, predict the reaction product. The product is: [Cl:28][C:20]1[N:19]=[C:18]([NH:1][CH2:2][C@:3]2([F:16])[CH2:8][CH2:7][CH2:6][N:5]([C:9]([O:11][C:12]([CH3:13])([CH3:15])[CH3:14])=[O:10])[CH2:4]2)[C:23]2=[N:24][CH:25]=[CH:26][N:27]=[C:22]2[CH:21]=1. (3) Given the reactants [CH3:1][S:2][C:3]1[N:4]=[CH:5][C:6]2[C:15](=[O:16])[N:14]([C:17]3[CH:18]=[C:19]([CH:24]=[CH:25][CH:26]=3)[C:20]([NH:22][NH2:23])=[O:21])[CH2:13][C@H:12]3[N:8]([CH2:9][CH2:10][CH2:11]3)[C:7]=2[N:27]=1.[CH:28](OCC)(OCC)OCC, predict the reaction product. The product is: [CH3:1][S:2][C:3]1[N:4]=[CH:5][C:6]2[C:15](=[O:16])[N:14]([C:17]3[CH:26]=[CH:25][CH:24]=[C:19]([C:20]4[O:21][CH:28]=[N:23][N:22]=4)[CH:18]=3)[CH2:13][C@H:12]3[N:8]([CH2:9][CH2:10][CH2:11]3)[C:7]=2[N:27]=1.